Dataset: Catalyst prediction with 721,799 reactions and 888 catalyst types from USPTO. Task: Predict which catalyst facilitates the given reaction. (1) Reactant: C[O:2][C:3]1[CH:8]=[C:7]([O:9][CH:10]([C:13]2[S:17][C:16]([C:18]3[CH:23]=[CH:22][C:21]([C:24]([F:27])([F:26])[F:25])=[CH:20][CH:19]=3)=[N:15][C:14]=2[CH3:28])[CH2:11][CH3:12])[CH:6]=[CH:5][C:4]=1[C:29]1[NH:33][C:32](=[O:34])[O:31][N:30]=1.B(Br)(Br)Br.CO. Product: [OH:2][C:3]1[CH:8]=[C:7]([O:9][CH:10]([C:13]2[S:17][C:16]([C:18]3[CH:19]=[CH:20][C:21]([C:24]([F:26])([F:27])[F:25])=[CH:22][CH:23]=3)=[N:15][C:14]=2[CH3:28])[CH2:11][CH3:12])[CH:6]=[CH:5][C:4]=1[C:29]1[NH:33][C:32](=[O:34])[O:31][N:30]=1. The catalyst class is: 4. (2) Reactant: [CH2:1]([NH:9][C:10]([NH:12][C:13]1[N:14]=[C:15]2[CH:21]=[CH:20][N:19](COCC[Si](C)(C)C)[C:16]2=[N:17][CH:18]=1)=[O:11])[CH2:2][C:3]1[CH:8]=[CH:7][CH:6]=[CH:5][CH:4]=1.[F-].C([N+](CCCC)(CCCC)CCCC)CCC.C(N)CN. Product: [CH2:1]([NH:9][C:10]([NH:12][C:13]1[N:14]=[C:15]2[CH:21]=[CH:20][NH:19][C:16]2=[N:17][CH:18]=1)=[O:11])[CH2:2][C:3]1[CH:4]=[CH:5][CH:6]=[CH:7][CH:8]=1. The catalyst class is: 9. (3) Reactant: [CH3:1][S-:2].[Na+].[Na+].Cl[C:6]1[CH:14]=[C:13]([C:15]([F:18])([F:17])[F:16])[CH:12]=[CH:11][C:7]=1[C:8]([O-:10])=[O:9]. Product: [CH3:1][S:2][C:6]1[CH:14]=[C:13]([C:15]([F:18])([F:17])[F:16])[CH:12]=[CH:11][C:7]=1[C:8]([OH:10])=[O:9]. The catalyst class is: 60. (4) Reactant: [ClH:1].[CH:2]1([NH:8][C:9]([O:11][CH2:12][C:13]2[N:17]3[C:18](=[O:34])[N:19]([CH:21]4[CH2:26][CH2:25][N:24](C(OC(C)(C)C)=O)[CH2:23][CH2:22]4)[CH2:20][C:16]3=[CH:15][N:14]=2)=[O:10])[CH2:7][CH2:6][CH2:5][CH2:4][CH2:3]1. Product: [ClH:1].[ClH:1].[CH:2]1([NH:8][C:9](=[O:10])[O:11][CH2:12][C:13]2[N:17]3[C:18](=[O:34])[N:19]([CH:21]4[CH2:22][CH2:23][NH:24][CH2:25][CH2:26]4)[CH2:20][C:16]3=[CH:15][N:14]=2)[CH2:7][CH2:6][CH2:5][CH2:4][CH2:3]1. The catalyst class is: 8. (5) Reactant: [Cl:1][C:2]1[C:3]([O:22][CH3:23])=[C:4]([CH2:20][CH3:21])[CH:5]=[C:6]2[C:11]=1[O:10][CH:9]([C:12]([F:15])([F:14])[F:13])[C:8]([C:16]([O:18]C)=[O:17])=[CH:7]2.[OH-].[Li+].C(O)C.Cl. Product: [Cl:1][C:2]1[C:3]([O:22][CH3:23])=[C:4]([CH2:20][CH3:21])[CH:5]=[C:6]2[C:11]=1[O:10][CH:9]([C:12]([F:15])([F:14])[F:13])[C:8]([C:16]([OH:18])=[O:17])=[CH:7]2. The catalyst class is: 30.